This data is from Retrosynthesis with 50K atom-mapped reactions and 10 reaction types from USPTO. The task is: Predict the reactants needed to synthesize the given product. (1) Given the product CCCn1cc(-n2c(C)c(Sc3cccc(CC(=O)OCC)c3F)c3ccc(Cl)c(F)c32)cn1, predict the reactants needed to synthesize it. The reactants are: CCCn1cc(I)cn1.CCOC(=O)Cc1cccc(Sc2c(C)[nH]c3c(F)c(Cl)ccc23)c1F. (2) Given the product CCC(O)(C#Cc1ccc(C(CC)(CC)c2cc(C)c(O)c(C)c2)cc1C)CC, predict the reactants needed to synthesize it. The reactants are: C#CC(O)(CC)CC.CCC(CC)(c1ccc(Br)c(C)c1)c1cc(C)c(O)c(C)c1. (3) Given the product CN(C)CC1CCCCC1=O, predict the reactants needed to synthesize it. The reactants are: C=O.CNC.O=C1CCCCC1. (4) The reactants are: O=C1C(Br)CCN1c1ccc(F)c(Cl)c1.[N-]=[N+]=[N-]. Given the product [N-]=[N+]=NC1CCN(c2ccc(F)c(Cl)c2)C1=O, predict the reactants needed to synthesize it. (5) Given the product COC(=O)c1ccc(Cl)c(NC(=S)Nc2cnc(OC)cc2C)c1NCCCO, predict the reactants needed to synthesize it. The reactants are: COC(=O)c1ccc(Cl)c(N)c1NCCCO.COc1cc(C)c(N=C=S)cn1. (6) Given the product COC(=O)CN(Cc1ccc(-n2nccn2)cc1)S(=O)(=O)c1ccc(OCC2CC2)cc1, predict the reactants needed to synthesize it. The reactants are: COC(=O)CNS(=O)(=O)c1ccc(OCC2CC2)cc1.ClCc1ccc(-n2nccn2)cc1. (7) Given the product CC1CCC(NC(=O)NS(=O)(=O)c2ccc(CC(=O)N3CNc4ccccc4C3=O)cc2)C1, predict the reactants needed to synthesize it. The reactants are: CC1CCC(N)C1.COC(=O)NS(=O)(=O)c1ccc(CC(=O)N2CNc3ccccc3C2=O)cc1. (8) Given the product Nc1nc(Nc2ccc3cn[nH]c3c2)nc2[nH]ccc12, predict the reactants needed to synthesize it. The reactants are: Nc1ccc2cn[nH]c2c1.Nc1nc(Cl)nc2[nH]ccc12. (9) Given the product CC(C)(C)c1nc(-c2cccc(NS(=O)(=O)c3cc(F)ccc3F)c2F)c(-c2ccncn2)s1, predict the reactants needed to synthesize it. The reactants are: CC(C)(C)c1nc(-c2cccc(NS(=O)(=O)c3cc(F)ccc3F)c2F)c(-c2ccnc(Cl)n2)s1.